This data is from HIV replication inhibition screening data with 41,000+ compounds from the AIDS Antiviral Screen. The task is: Binary Classification. Given a drug SMILES string, predict its activity (active/inactive) in a high-throughput screening assay against a specified biological target. (1) The result is 0 (inactive). The molecule is COc1ccc2c(c1)c1c3c(ccc4ncn2c43)N(CCO)CCN=1. (2) The molecule is OCC(O)C(O)C(O)c1nn(-c2ccccc2)c2nc3cc(Cl)c(Cl)cc3nc12. The result is 0 (inactive). (3) The compound is COC(=O)NN=C1C(C)(C)C(=NNC(=O)OC)C1(C)C. The result is 0 (inactive). (4) The compound is C=CCN1CCC(OC(=O)C(O)(C#CC)C2CCCC2)CC1. The result is 0 (inactive). (5) The molecule is COc1cc2cnc3c4cc(OS(=O)(=O)c5ccccc5)ccc4ccc3c2cc1OC. The result is 0 (inactive). (6) The drug is COC(=O)c1nn(-c2ccccc2)c(=O)cc1N=[N+]=[N-]. The result is 0 (inactive).